Dataset: Forward reaction prediction with 1.9M reactions from USPTO patents (1976-2016). Task: Predict the product of the given reaction. (1) Given the reactants Br[C:2]1[CH:3]=[CH:4][C:5]([S:8]([NH:11][C:12]2[CH:21]=[CH:20][C:15]([C:16]([O:18][CH3:19])=[O:17])=[C:14]([F:22])[CH:13]=2)(=[O:10])=[O:9])=[N:6][CH:7]=1.[N:23]1[CH:28]=[C:27](B(O)O)[CH:26]=[N:25][CH:24]=1.C(=O)([O-])[O-].[Na+].[Na+].C(OCC)(=O)C, predict the reaction product. The product is: [F:22][C:14]1[CH:13]=[C:12]([NH:11][S:8]([C:5]2[CH:4]=[CH:3][C:2]([C:27]3[CH:28]=[N:23][CH:24]=[N:25][CH:26]=3)=[CH:7][N:6]=2)(=[O:10])=[O:9])[CH:21]=[CH:20][C:15]=1[C:16]([O:18][CH3:19])=[O:17]. (2) Given the reactants [F:1][C:2]([F:20])([F:19])[O:3][C:4]1[CH:18]=[CH:17][C:7]([O:8][C:9]2[CH:16]=[CH:15][C:12]([C:13]#[N:14])=[CH:11][CH:10]=2)=[CH:6][CH:5]=1.C1COCC1.[H-].[Al+3].[Li+].[H-].[H-].[H-].[OH-].[Na+], predict the reaction product. The product is: [F:1][C:2]([F:19])([F:20])[O:3][C:4]1[CH:18]=[CH:17][C:7]([O:8][C:9]2[CH:16]=[CH:15][C:12]([CH2:13][NH2:14])=[CH:11][CH:10]=2)=[CH:6][CH:5]=1. (3) Given the reactants [CH2:1]([OH:8])[C:2]1[CH:7]=[CH:6][CH:5]=[CH:4][CH:3]=1.O=S(Cl)Cl.[CH:13]1[CH:18]=[C:17]([OH:19])[CH:16]=[C:15]([CH2:20][C@H:21]([NH2:25])[C:22](O)=[O:23])[CH:14]=1, predict the reaction product. The product is: [NH2:25][CH:21]([CH2:20][C:15]1[CH:14]=[CH:13][CH:18]=[C:17]([OH:19])[CH:16]=1)[C:22]([O:8][CH2:1][C:2]1[CH:7]=[CH:6][CH:5]=[CH:4][CH:3]=1)=[O:23]. (4) Given the reactants [F:1][C:2]1[CH:3]=[N:4][C:5]2[C:10]([C:11]=1[CH2:12][CH2:13][C:14]13[CH2:21][CH2:20][C:17]([NH:22]C(=O)OC(C)(C)C)([CH2:18][CH2:19]1)[CH2:16][O:15]3)=[CH:9][C:8]([O:30][CH3:31])=[CH:7][C:6]=2C.[F:33]C(F)(F)C(O)=O, predict the reaction product. The product is: [F:1][C:2]1[CH:3]=[N:4][C:5]2[C:10]([C:11]=1[CH2:12][CH2:13][C:14]13[CH2:21][CH2:20][C:17]([NH2:22])([CH2:18][CH2:19]1)[CH2:16][O:15]3)=[CH:9][C:8]([O:30][CH3:31])=[CH:7][C:6]=2[F:33].